From a dataset of Reaction yield outcomes from USPTO patents with 853,638 reactions. Predict the reaction yield, written as a fraction of the theoretical maximum amount of product (1.0 means a 100% yield; for example, 0.34 means a 34% yield). The reactants are [F:1][C:2]1[CH:7]=[CH:6][C:5]([N:8]2[CH2:13][CH2:12][N:11]([S:14]([C:17]3[S:21][C:20]([CH:22]4[CH2:27][CH2:26][N:25](C(OC(C)(C)C)=O)[CH2:24][CH2:23]4)=[CH:19][CH:18]=3)(=[O:16])=[O:15])[C@H:10]([CH3:35])[CH2:9]2)=[C:4]([C:36]([F:39])([F:38])[F:37])[CH:3]=1. The catalyst is C(Cl)Cl.C(O)(C(F)(F)F)=O. The product is [F:1][C:2]1[CH:7]=[CH:6][C:5]([N:8]2[CH2:13][CH2:12][N:11]([S:14]([C:17]3[S:21][C:20]([CH:22]4[CH2:27][CH2:26][NH:25][CH2:24][CH2:23]4)=[CH:19][CH:18]=3)(=[O:16])=[O:15])[C@H:10]([CH3:35])[CH2:9]2)=[C:4]([C:36]([F:38])([F:37])[F:39])[CH:3]=1. The yield is 0.600.